Predict the product of the given reaction. From a dataset of Forward reaction prediction with 1.9M reactions from USPTO patents (1976-2016). (1) Given the reactants [C:1]([C:3]1[N:4]=[CH:5][N:6]2[C:11]([C:12]([F:15])([F:14])[F:13])=[CH:10][C:9]([C:16]3[CH:21]=[CH:20][C:19]([C:22]([F:25])([F:24])[F:23])=[CH:18][CH:17]=3)=[N:8][C:7]=12)#[CH:2].Br[C:27]1[S:31][C:30]([S:32]([NH2:35])(=[O:34])=[O:33])=[CH:29][CH:28]=1, predict the reaction product. The product is: [F:13][C:12]([F:15])([F:14])[C:11]1[N:6]2[CH:5]=[N:4][C:3]([C:1]#[C:2][C:27]3[S:31][C:30]([S:32]([NH2:35])(=[O:34])=[O:33])=[CH:29][CH:28]=3)=[C:7]2[N:8]=[C:9]([C:16]2[CH:21]=[CH:20][C:19]([C:22]([F:25])([F:24])[F:23])=[CH:18][CH:17]=2)[CH:10]=1. (2) The product is: [F:1][C:2]([F:34])([F:33])[C:3]1[CH:4]=[C:5]([C@H:13]2[NH:17][C:16](=[O:18])[N:15]3[C@H:19]([C:22]4[CH:27]=[C:26]([C:28]([F:31])([F:30])[F:29])[CH:25]=[CH:24][C:23]=4[C:42]4[C:37]([O:36][CH3:35])=[CH:38][CH:39]=[C:40]([CH:43]5[CH2:44][CH2:45][CH:46]([C:49]([O:51][CH3:52])=[O:50])[CH2:47][CH2:48]5)[CH:41]=4)[CH2:20][CH2:21][C@@H:14]23)[CH:6]=[C:7]([C:9]([F:12])([F:11])[F:10])[CH:8]=1. Given the reactants [F:1][C:2]([F:34])([F:33])[C:3]1[CH:4]=[C:5]([C@H:13]2[NH:17][C:16](=[O:18])[N:15]3[C@H:19]([C:22]4[CH:27]=[C:26]([C:28]([F:31])([F:30])[F:29])[CH:25]=[CH:24][C:23]=4Cl)[CH2:20][CH2:21][C@@H:14]23)[CH:6]=[C:7]([C:9]([F:12])([F:11])[F:10])[CH:8]=1.[CH3:35][O:36][C:37]1[CH:42]=[CH:41][C:40]([CH:43]2[CH2:48][CH2:47][CH:46]([C:49]([O:51][CH3:52])=[O:50])[CH2:45][CH2:44]2)=[CH:39][C:38]=1B1OC(C)(C)C(C)(C)O1.[O-]P([O-])([O-])=O.[K+].[K+].[K+], predict the reaction product.